From a dataset of NCI-60 drug combinations with 297,098 pairs across 59 cell lines. Regression. Given two drug SMILES strings and cell line genomic features, predict the synergy score measuring deviation from expected non-interaction effect. (1) Drug 1: CC(C1=C(C=CC(=C1Cl)F)Cl)OC2=C(N=CC(=C2)C3=CN(N=C3)C4CCNCC4)N. Drug 2: CCCCCOC(=O)NC1=NC(=O)N(C=C1F)C2C(C(C(O2)C)O)O. Cell line: IGROV1. Synergy scores: CSS=6.30, Synergy_ZIP=-1.10, Synergy_Bliss=0.845, Synergy_Loewe=-3.16, Synergy_HSA=-0.0740. (2) Drug 1: C1CC(=O)NC(=O)C1N2CC3=C(C2=O)C=CC=C3N. Drug 2: C#CCC(CC1=CN=C2C(=N1)C(=NC(=N2)N)N)C3=CC=C(C=C3)C(=O)NC(CCC(=O)O)C(=O)O. Cell line: MCF7. Synergy scores: CSS=4.77, Synergy_ZIP=-1.59, Synergy_Bliss=-1.25, Synergy_Loewe=0.489, Synergy_HSA=-0.349. (3) Drug 1: C1=NC2=C(N1)C(=S)N=C(N2)N. Drug 2: CC1=C(C(CCC1)(C)C)C=CC(=CC=CC(=CC(=O)O)C)C. Cell line: HL-60(TB). Synergy scores: CSS=57.4, Synergy_ZIP=-11.7, Synergy_Bliss=-14.2, Synergy_Loewe=-7.67, Synergy_HSA=-6.20. (4) Drug 1: CCCCC(=O)OCC(=O)C1(CC(C2=C(C1)C(=C3C(=C2O)C(=O)C4=C(C3=O)C=CC=C4OC)O)OC5CC(C(C(O5)C)O)NC(=O)C(F)(F)F)O. Drug 2: CC(C)(C#N)C1=CC(=CC(=C1)CN2C=NC=N2)C(C)(C)C#N. Cell line: K-562. Synergy scores: CSS=31.3, Synergy_ZIP=-5.21, Synergy_Bliss=-8.20, Synergy_Loewe=-5.36, Synergy_HSA=-4.99. (5) Drug 1: CN(CC1=CN=C2C(=N1)C(=NC(=N2)N)N)C3=CC=C(C=C3)C(=O)NC(CCC(=O)O)C(=O)O. Drug 2: C1=NNC2=C1C(=O)NC=N2. Cell line: HCC-2998. Synergy scores: CSS=42.2, Synergy_ZIP=-4.01, Synergy_Bliss=-5.79, Synergy_Loewe=-47.7, Synergy_HSA=-3.42. (6) Drug 1: C(=O)(N)NO. Drug 2: CC12CCC3C(C1CCC2O)C(CC4=C3C=CC(=C4)O)CCCCCCCCCS(=O)CCCC(C(F)(F)F)(F)F. Cell line: NCIH23. Synergy scores: CSS=0.135, Synergy_ZIP=1.66, Synergy_Bliss=-0.822, Synergy_Loewe=-4.51, Synergy_HSA=-3.56.